This data is from Full USPTO retrosynthesis dataset with 1.9M reactions from patents (1976-2016). The task is: Predict the reactants needed to synthesize the given product. (1) Given the product [N+:1]([C:4]1[CH:17]=[CH:16][C:7]([CH2:8][C:9]2[CH:14]=[CH:13][N:12]=[C:11]([C:22]#[N:23])[CH:10]=2)=[CH:6][CH:5]=1)([O-:3])=[O:2], predict the reactants needed to synthesize it. The reactants are: [N+:1]([C:4]1[CH:17]=[CH:16][C:7]([CH2:8][C:9]2[CH:14]=[CH:13][N+:12]([O-])=[CH:11][CH:10]=2)=[CH:6][CH:5]=1)([O-:3])=[O:2].C[Si]([C:22]#[N:23])(C)C.C(Cl)(=O)C1C=CC=CC=1.C(=O)([O-])[O-].[K+].[K+]. (2) Given the product [ClH:29].[CH3:9][N:8]([CH3:10])[C:5]1[N:4]=[CH:3][C:2]([O:17][B:16]([OH:25])[OH:21])=[CH:7][N:6]=1, predict the reactants needed to synthesize it. The reactants are: Br[C:2]1[CH:3]=[N:4][C:5]([N:8]([CH3:10])[CH3:9])=[N:6][CH:7]=1.C([Li])CCC.[B:16]([O:25]C(C)C)([O:21]C(C)C)[O:17]C(C)C.[ClH:29]. (3) Given the product [N:36]1[CH:41]=[CH:40][CH:39]=[CH:38][C:37]=1[C:42]#[C:43][C:44]1[C:53]2[C:48](=[CH:49][CH:50]=[CH:51][CH:52]=2)[N:47]=[CH:46][CH:45]=1, predict the reactants needed to synthesize it. The reactants are: C1(P(=O)(C2C=CC=CC=2)C2C=CC=CC=2)C=CC=CC=1.FC(F)(F)S(OS(C(F)(F)F)(=O)=O)(=O)=O.[N:36]1[CH:41]=[CH:40][CH:39]=[CH:38][C:37]=1[C:42](=O)[CH2:43][C:44]1[C:53]2[C:48](=[CH:49][CH:50]=[CH:51][CH:52]=2)[N:47]=[CH:46][CH:45]=1.C(N(CC)CC)C. (4) Given the product [ClH:16].[NH2:1][C@@H:2]([CH2:6][C:7]1[CH:8]=[CH:9][C:10]([I:13])=[CH:11][CH:12]=1)[C:3]([O:5][CH3:18])=[O:4], predict the reactants needed to synthesize it. The reactants are: [NH2:1][C@@H:2]([CH2:6][C:7]1[CH:12]=[CH:11][C:10]([I:13])=[CH:9][CH:8]=1)[C:3]([OH:5])=[O:4].S(Cl)([Cl:16])=O.[CH3:18]O. (5) Given the product [Cl:27][CH2:2][C:3]1[CH:24]=[CH:23][C:6]([CH2:7][CH2:8][C:9]([NH:11][CH:12]([C:18]([O:20][CH2:21][CH3:22])=[O:19])[C:13]([O:15][CH2:16][CH3:17])=[O:14])=[O:10])=[CH:5][CH:4]=1, predict the reactants needed to synthesize it. The reactants are: O[CH2:2][C:3]1[CH:24]=[CH:23][C:6]([CH2:7][CH2:8][C:9]([NH:11][CH:12]([C:18]([O:20][CH2:21][CH3:22])=[O:19])[C:13]([O:15][CH2:16][CH3:17])=[O:14])=[O:10])=[CH:5][CH:4]=1.S(Cl)([Cl:27])=O. (6) Given the product [Cl:24][C:22]1[CH:21]=[C:17]([C:18](=[O:19])[NH:70][CH2:71][C:72]2[C:73](=[O:80])[NH:74][C:75]([CH3:79])=[CH:76][C:77]=2[CH3:78])[C:16]([CH3:25])=[C:15]([N:14]([CH2:26][CH3:27])[CH:11]2[CH2:10][CH2:9][N:8]([C:6]([O:5][C:1]([CH3:3])([CH3:4])[CH3:2])=[O:7])[CH2:13][CH2:12]2)[CH:23]=1, predict the reactants needed to synthesize it. The reactants are: [C:1]([O:5][C:6]([N:8]1[CH2:13][CH2:12][CH:11]([N:14]([CH2:26][CH3:27])[C:15]2[C:16]([CH3:25])=[C:17]([CH:21]=[C:22]([Cl:24])[CH:23]=2)[C:18](O)=[O:19])[CH2:10][CH2:9]1)=[O:7])([CH3:4])([CH3:3])[CH3:2].C1CN([P+](ON2N=NC3C=CC=CC2=3)(N2CCCC2)N2CCCC2)CC1.F[P-](F)(F)(F)(F)F.C(N(C(C)C)C(C)C)C.[NH2:70][CH2:71][C:72]1[C:73](=[O:80])[NH:74][C:75]([CH3:79])=[CH:76][C:77]=1[CH3:78]. (7) Given the product [O:1]1[CH2:5][CH2:4][O:3][CH:2]1[C:6]1[CH:11]=[CH:10][C:9]([CH2:12][O:13][C:18]2[CH:23]=[CH:22][CH:21]=[CH:20][N:19]=2)=[CH:8][C:7]=1[F:14], predict the reactants needed to synthesize it. The reactants are: [O:1]1[CH2:5][CH2:4][O:3][CH:2]1[C:6]1[CH:11]=[CH:10][C:9]([CH2:12][OH:13])=[CH:8][C:7]=1[F:14].[H-].[Na+].F[C:18]1[CH:23]=[CH:22][CH:21]=[CH:20][N:19]=1. (8) Given the product [CH2:1]([O:3][CH2:4][CH2:5][O:6][CH2:10][C:11]1[N:16]=[C:15]([CH2:17][N:18]2[C:22]3[N:23]=[C:24]([NH2:33])[N:25]=[C:26]([C:27]4[O:28][C:29]([CH3:32])=[CH:30][CH:31]=4)[C:21]=3[N:20]=[N:19]2)[CH:14]=[CH:13][CH:12]=1)[CH3:2], predict the reactants needed to synthesize it. The reactants are: [CH2:1]([O:3][CH2:4][CH2:5][OH:6])[CH3:2].[H-].[Na+].Br[CH2:10][C:11]1[N:16]=[C:15]([CH2:17][N:18]2[C:22]3[N:23]=[C:24]([NH2:33])[N:25]=[C:26]([C:27]4[O:28][C:29]([CH3:32])=[CH:30][CH:31]=4)[C:21]=3[N:20]=[N:19]2)[CH:14]=[CH:13][CH:12]=1.